Dataset: Forward reaction prediction with 1.9M reactions from USPTO patents (1976-2016). Task: Predict the product of the given reaction. (1) Given the reactants CN1CCOCC1.[C:8]([C:10]1[CH:11]=[C:12]([NH:16][CH:17]([C:21]2[CH:26]=[CH:25][CH:24]=[CH:23][C:22]=2[F:27])[C:18]([OH:20])=O)[CH:13]=[CH:14][CH:15]=1)#[N:9].[NH2:28][C:29]1[CH:34]=[CH:33][C:32]([N:35]2[CH2:40][CH2:39][CH2:38][CH2:37][C:36]2=[O:41])=[C:31]([CH3:42])[CH:30]=1.Cl.CN(C)CCCN=C=NCC.O.OC1C2N=NNC=2C=CC=1, predict the reaction product. The product is: [C:8]([C:10]1[CH:11]=[C:12]([NH:16][CH:17]([C:21]2[CH:26]=[CH:25][CH:24]=[CH:23][C:22]=2[F:27])[C:18]([NH:28][C:29]2[CH:34]=[CH:33][C:32]([N:35]3[CH2:40][CH2:39][CH2:38][CH2:37][C:36]3=[O:41])=[C:31]([CH3:42])[CH:30]=2)=[O:20])[CH:13]=[CH:14][CH:15]=1)#[N:9]. (2) Given the reactants [C:1]([O:5][C:6]([NH:8][CH2:9][C:10]1[C:11]([C:33]2[CH:38]=[CH:37][C:36]([CH3:39])=[CH:35][CH:34]=2)=[C:12](/[CH:21]=[CH:22]/[C:23]2[CH:32]=[CH:31][CH:30]=[CH:29][C:24]=2[C:25]([O:27][CH3:28])=[O:26])[C:13]([CH3:20])=[N:14][C:15]=1[CH2:16][CH:17]([CH3:19])[CH3:18])=[O:7])([CH3:4])([CH3:3])[CH3:2].[H][H], predict the reaction product. The product is: [C:1]([O:5][C:6]([NH:8][CH2:9][C:10]1[C:11]([C:33]2[CH:38]=[CH:37][C:36]([CH3:39])=[CH:35][CH:34]=2)=[C:12]([CH2:21][CH2:22][C:23]2[CH:32]=[CH:31][CH:30]=[CH:29][C:24]=2[C:25]([O:27][CH3:28])=[O:26])[C:13]([CH3:20])=[N:14][C:15]=1[CH2:16][CH:17]([CH3:18])[CH3:19])=[O:7])([CH3:2])([CH3:3])[CH3:4]. (3) Given the reactants [O:1]=[C:2]1[C:10]2[C:5](=[CH:6][CH:7]=[CH:8][CH:9]=2)[CH:4](P(=O)(OC)OC)[O:3]1.[F:17][C:18]1[CH:25]=[CH:24][C:23]([CH:26]=O)=[CH:22][C:19]=1[C:20]#[N:21].C(N(CC)CC)C, predict the reaction product. The product is: [C:20]([C:19]1[CH:22]=[C:23]([CH:24]=[CH:25][C:18]=1[F:17])[CH:26]=[C:4]1[C:5]2[C:10](=[CH:9][CH:8]=[CH:7][CH:6]=2)[C:2](=[O:1])[O:3]1)#[N:21]. (4) Given the reactants Br[C:2]1[CH:3]=[C:4](Br)[C:5]2[N:6]([C:8]([CH3:12])=[C:9]([CH3:11])[N:10]=2)[CH:7]=1.[NH:14]1[CH:18]=[CH:17][CH:16]=[N:15]1.C(=O)([O-])[O-].[K+].[K+].C[N:26]1CCCC1, predict the reaction product. The product is: [CH3:11][C:9]1[N:10]=[C:5]2[C:4]([NH2:26])=[CH:3][C:2]([N:14]3[CH:18]=[CH:17][CH:16]=[N:15]3)=[CH:7][N:6]2[C:8]=1[CH3:12]. (5) Given the reactants [CH2:1]([NH:5][C:6]1[C:15]2[C:10](=[CH:11][C:12](F)=[C:13]([O:16][CH3:17])[CH:14]=2)[N:9]=[CH:8][C:7]=1[C:19]#[N:20])[CH2:2][CH2:3][CH3:4].[H-].[Na+].[CH3:23][O:24][CH2:25][CH2:26][OH:27], predict the reaction product. The product is: [CH2:1]([NH:5][C:6]1[C:15]2[C:10](=[CH:11][C:12]([O:27][CH2:26][CH2:25][O:24][CH3:23])=[C:13]([O:16][CH3:17])[CH:14]=2)[N:9]=[CH:8][C:7]=1[C:19]#[N:20])[CH2:2][CH2:3][CH3:4]. (6) Given the reactants CC(C)([O-])C.[K+].[CH3:7][C:8]1[CH:13]=[CH:12][C:11]([SH:14])=[CH:10][CH:9]=1.[Br:15][C:16]1[CH:21]=[CH:20][CH:19]=[CH:18][C:17]=1Br.O, predict the reaction product. The product is: [C:8]1([CH3:7])[CH:13]=[CH:12][C:11]([S:14][C:17]2[CH:18]=[CH:19][CH:20]=[CH:21][C:16]=2[Br:15])=[CH:10][CH:9]=1. (7) Given the reactants [C:1]([O:5][C:6]([NH:8][C:9]1[CH:14]=[CH:13][C:12]([CH2:15][C:16]([OH:18])=O)=[CH:11][CH:10]=1)=[O:7])([CH3:4])([CH3:3])[CH3:2].Cl.CN(C)CCCN=C=NCC.[NH2:31][C:32]1[C:33](=[O:48])[N:34]([CH2:40][C:41]2[CH:46]=[CH:45][CH:44]=[CH:43][C:42]=2[F:47])[C:35](=[O:39])[NH:36][C:37]=1[NH2:38], predict the reaction product. The product is: [C:1]([O:5][C:6](=[O:7])[NH:8][C:9]1[CH:10]=[CH:11][C:12]([CH2:15][C:16](=[O:18])[NH:31][C:32]2[C:33](=[O:48])[N:34]([CH2:40][C:41]3[CH:46]=[CH:45][CH:44]=[CH:43][C:42]=3[F:47])[C:35](=[O:39])[NH:36][C:37]=2[NH2:38])=[CH:13][CH:14]=1)([CH3:2])([CH3:3])[CH3:4]. (8) Given the reactants [CH3:1][O:2][C:3]1[CH:8]=[CH:7][CH:6]=[CH:5][C:4]=1[N:9]1[CH2:14][CH2:13][N:12]([CH:15]([CH3:22])[CH2:16][C:17](OCC)=[O:18])[CH2:11][CH2:10]1.O.[NH2:24][NH2:25], predict the reaction product. The product is: [CH3:1][O:2][C:3]1[CH:8]=[CH:7][CH:6]=[CH:5][C:4]=1[N:9]1[CH2:14][CH2:13][N:12]([CH:15]([CH3:22])[CH2:16][C:17]([NH:24][NH2:25])=[O:18])[CH2:11][CH2:10]1.